This data is from Full USPTO retrosynthesis dataset with 1.9M reactions from patents (1976-2016). The task is: Predict the reactants needed to synthesize the given product. (1) Given the product [C:1]([O:5][C:6](=[O:7])[NH:8][CH:9]([CH2:14][NH:16][CH:17]([C:18](=[O:19])[NH:20][C:21]([CH3:23])([CH3:22])[CH3:24])[CH2:25][C:26]1[CH:27]=[CH:28][C:29]([O:32][CH2:33][C:34]2[CH:35]=[CH:36][CH:37]=[CH:38][CH:39]=2)=[CH:30][CH:31]=1)[CH2:10][CH:11]([CH3:12])[CH3:13])([CH3:2])([CH3:3])[CH3:4], predict the reactants needed to synthesize it. The reactants are: [C:1]([O:5][C:6]([NH:8][C@H:9]([CH:14]=O)[CH2:10][CH:11]([CH3:13])[CH3:12])=[O:7])([CH3:4])([CH3:3])[CH3:2].[NH2:16][C@@H:17]([CH2:25][C:26]1[CH:31]=[CH:30][C:29]([O:32][CH2:33][C:34]2[CH:39]=[CH:38][CH:37]=[CH:36][CH:35]=2)=[CH:28][CH:27]=1)[C:18]([NH:20][C:21]([CH3:24])([CH3:23])[CH3:22])=[O:19].C([BH3-])#N.[Na+]. (2) Given the product [C:2]1([C:13]2[CH:14]=[CH:15][CH:16]=[CH:17][CH:18]=2)[CH:7]=[CH:6][C:5]([CH2:8][C@@H:9]([NH:12][C:21](=[O:22])[O:23][C:24]([CH3:27])([CH3:26])[CH3:25])[CH2:10][OH:11])=[CH:4][CH:3]=1, predict the reactants needed to synthesize it. The reactants are: Cl.[C:2]1([C:13]2[CH:18]=[CH:17][CH:16]=[CH:15][CH:14]=2)[CH:7]=[CH:6][C:5]([CH2:8][C@@H:9]([NH2:12])[CH2:10][OH:11])=[CH:4][CH:3]=1.[OH-].[Na+].[C:21](O[C:21]([O:23][C:24]([CH3:27])([CH3:26])[CH3:25])=[O:22])([O:23][C:24]([CH3:27])([CH3:26])[CH3:25])=[O:22]. (3) Given the product [CH2:1]([N:8]1[CH2:16][C@H:15]2[C@@:10]([CH3:24])([C@@H:11]([CH3:23])[CH2:12][C:13]3[C:21]([Cl:22])=[CH:20][CH:19]=[CH:18][C:14]=32)[CH2:9]1)[C:2]1[CH:3]=[CH:4][CH:5]=[CH:6][CH:7]=1, predict the reactants needed to synthesize it. The reactants are: [CH2:1]([N:8]1[C:16](=O)[C@H:15]2[C@@:10]([CH3:24])([C@@H:11]([CH3:23])[CH2:12][C:13]3[C:21]([Cl:22])=[CH:20][CH:19]=[CH:18][C:14]=32)[CH2:9]1)[C:2]1[CH:7]=[CH:6][CH:5]=[CH:4][CH:3]=1.B.C1COCC1.CO.Cl. (4) Given the product [CH3:1][C:2]1[N:3]([C:20]2[CH:21]=[CH:16][CH:17]=[C:18]([O:22][C:23]3[CH:28]=[CH:27][CH:26]=[C:25]([S:29]([CH3:32])(=[O:31])=[O:30])[CH:24]=3)[CH:19]=2)[C:4]2[CH:10]=[CH:9][CH:8]=[C:7]([C:11]([F:14])([F:12])[F:13])[C:5]=2[N:6]=1, predict the reactants needed to synthesize it. The reactants are: [CH3:1][C:2]1[NH:6][C:5]2[C:7]([C:11]([F:14])([F:13])[F:12])=[CH:8][CH:9]=[CH:10][C:4]=2[N:3]=1.I[C:16]1[CH:21]=[CH:20][CH:19]=[C:18]([O:22][C:23]2[CH:28]=[CH:27][CH:26]=[C:25]([S:29]([CH3:32])(=[O:31])=[O:30])[CH:24]=2)[CH:17]=1.C([O-])([O-])=O.[Cs+].[Cs+].N1C2C(=CC=C3C=2N=CC=C3)C=CC=1. (5) The reactants are: [N-:1]=[N+:2]=[N-:3].[Na+].[Br:5][C:6]1[CH:19]=[CH:18][C:9]([O:10][CH2:11][CH2:12][N:13]2[CH2:17][CH2:16][CH2:15][CH2:14]2)=[C:8]([CH2:20]Cl)[CH:7]=1.O. Given the product [N:1]([CH2:20][C:8]1[CH:7]=[C:6]([Br:5])[CH:19]=[CH:18][C:9]=1[O:10][CH2:11][CH2:12][N:13]1[CH2:17][CH2:16][CH2:15][CH2:14]1)=[N+:2]=[N-:3], predict the reactants needed to synthesize it. (6) Given the product [NH2:27][C@:23]1([CH2:24][OH:25])[CH2:29][CH2:30][C@H:21]([C:16]2[CH:15]=[CH:14][C:13]3[CH2:12][C@H:11]([CH2:10][CH2:9][C:4]4[CH:5]=[CH:6][CH:7]=[CH:8][C:3]=4[O:2][CH3:1])[CH2:20][CH2:19][C:18]=3[CH:17]=2)[CH2:22]1, predict the reactants needed to synthesize it. The reactants are: [CH3:1][O:2][C:3]1[CH:8]=[CH:7][CH:6]=[CH:5][C:4]=1[C:9]#[C:10][C@@H:11]1[CH2:20][CH2:19][C:18]2[CH:17]=[C:16]([C@H:21]3[CH2:30][CH2:29][C@@:23]4([NH:27]C(=O)[O:25][CH2:24]4)[CH2:22]3)[CH:15]=[CH:14][C:13]=2[CH2:12]1.